Predict the product of the given reaction. From a dataset of Forward reaction prediction with 1.9M reactions from USPTO patents (1976-2016). (1) The product is: [Cl:1][C:2]1[CH:3]=[CH:4][C:5]([N:8]2[CH:12]=[CH:11][C:10]([C:13]([OH:15])=[O:14])=[N:9]2)=[CH:6][CH:7]=1. Given the reactants [Cl:1][C:2]1[CH:7]=[CH:6][C:5]([N:8]2[CH:12]=[CH:11][C:10]([C:13]([O:15]CC)=[O:14])=[N:9]2)=[CH:4][CH:3]=1.[Li+].[OH-].Cl, predict the reaction product. (2) Given the reactants [F:1][C:2]1[CH:7]=[CH:6][C:5]([F:8])=[CH:4][C:3]=1[C:9]1[CH2:13][N:12]([C:14]([O:16][C:17]([CH3:20])([CH3:19])C)=[O:15])[CH:11]([C:21]2[CH:26]=[CH:25][CH:24]=[CH:23][CH:22]=2)[CH:10]=1.FC(F)(F)C(O)=O.ClC(OC1C=[CH:42][C:41]([N+:44]([O-:46])=[O:45])=[CH:40]C=1)=O, predict the reaction product. The product is: [F:1][C:2]1[CH:7]=[CH:6][C:5]([F:8])=[CH:4][C:3]=1[C:9]1[CH2:13][N:12]([C:14]([O:16][C:17]2[CH:20]=[CH:42][C:41]([N+:44]([O-:46])=[O:45])=[CH:40][CH:19]=2)=[O:15])[CH:11]([C:21]2[CH:26]=[CH:25][CH:24]=[CH:23][CH:22]=2)[CH:10]=1. (3) Given the reactants [F:1][C:2]1[CH:35]=[CH:34][C:5]([CH2:6][CH2:7][C:8]2[C:9]([C:30]([O:32]C)=[O:31])=[N:10][C:11]([O:14][CH:15]([C:23]3[CH:28]=[CH:27][C:26]([F:29])=[CH:25][CH:24]=3)[CH2:16][C:17]3[N:21]([CH3:22])[CH:20]=[N:19][CH:18]=3)=[CH:12][CH:13]=2)=[CH:4][CH:3]=1.[OH-].[Na+].O, predict the reaction product. The product is: [F:1][C:2]1[CH:35]=[CH:34][C:5]([CH2:6][CH2:7][C:8]2[C:9]([C:30]([OH:32])=[O:31])=[N:10][C:11]([O:14][CH:15]([C:23]3[CH:28]=[CH:27][C:26]([F:29])=[CH:25][CH:24]=3)[CH2:16][C:17]3[N:21]([CH3:22])[CH:20]=[N:19][CH:18]=3)=[CH:12][CH:13]=2)=[CH:4][CH:3]=1. (4) Given the reactants [Cl:1][C:2]1[CH:3]=[CH:4][C:5]2[N:11]3[C:12]([CH:15]([F:17])[F:16])=[CH:13][CH:14]=[C:10]3[C@@H:9]([CH2:18][CH2:19][C:20]([N:22]3[CH2:27][CH2:26][CH:25]([CH2:28][C:29]([O:31]CC)=[O:30])[CH2:24][CH2:23]3)=[O:21])[O:8][C@H:7]([C:34]3[CH:39]=[CH:38][CH:37]=[C:36]([O:40][CH3:41])[C:35]=3[O:42][CH3:43])[C:6]=2[CH:44]=1, predict the reaction product. The product is: [Cl:1][C:2]1[CH:3]=[CH:4][C:5]2[N:11]3[C:12]([CH:15]([F:16])[F:17])=[CH:13][CH:14]=[C:10]3[C@@H:9]([CH2:18][CH2:19][C:20]([N:22]3[CH2:27][CH2:26][CH:25]([CH2:28][C:29]([OH:31])=[O:30])[CH2:24][CH2:23]3)=[O:21])[O:8][C@H:7]([C:34]3[CH:39]=[CH:38][CH:37]=[C:36]([O:40][CH3:41])[C:35]=3[O:42][CH3:43])[C:6]=2[CH:44]=1. (5) Given the reactants C([SiH](CC)CC)C.ClC(Cl)(Cl)C(O)=O.[Br:15][C:16]1[CH:24]=[C:23]2[C:19]([CH:20]=[CH:21][NH:22]2)=[CH:18][CH:17]=1.[C:25]1(=O)[CH2:30][CH2:29][CH2:28][CH2:27][CH2:26]1, predict the reaction product. The product is: [Br:15][C:16]1[CH:24]=[C:23]2[C:19]([C:20]([CH:25]3[CH2:30][CH2:29][CH2:28][CH2:27][CH2:26]3)=[CH:21][NH:22]2)=[CH:18][CH:17]=1. (6) Given the reactants Br[C:2]1[CH:3]=[CH:4][C:5]([F:20])=[C:6]([CH2:8][N:9]2[C:17](=[O:18])[C:16]3[C:11](=[CH:12][CH:13]=[CH:14][CH:15]=3)[C:10]2=[O:19])[CH:7]=1.CC1(C)OB([C:27]2[CH:28]=[N:29][C:30]([C:33]([F:36])([F:35])[F:34])=[N:31][CH:32]=2)OC1(C)C.C(=O)([O-])[O-].[K+].[K+], predict the reaction product. The product is: [F:20][C:5]1[CH:4]=[CH:3][C:2]([C:27]2[CH:28]=[N:29][C:30]([C:33]([F:36])([F:35])[F:34])=[N:31][CH:32]=2)=[CH:7][C:6]=1[CH2:8][N:9]1[C:17](=[O:18])[C:16]2[C:11](=[CH:12][CH:13]=[CH:14][CH:15]=2)[C:10]1=[O:19].